From a dataset of Catalyst prediction with 721,799 reactions and 888 catalyst types from USPTO. Predict which catalyst facilitates the given reaction. Reactant: C([O:4][CH2:5][C:6]1[CH:11]=[C:10]([N:12]([C:23]([O:25][C:26]([CH3:29])([CH3:28])[CH3:27])=[O:24])[C:13]2[CH:18]=[CH:17][C:16]([C:19]#[N:20])=[C:15]([O:21][CH3:22])[N:14]=2)[CH:9]=[CH:8][C:7]=1[B:30]1OC(C)(C)C(C)(C)[O:31]1)(=O)C.[OH-].[Na+].Cl. Product: [C:19]([C:16]1[CH:17]=[CH:18][C:13]([N:12]([C:10]2[CH:9]=[CH:8][C:7]3[B:30]([OH:31])[O:4][CH2:5][C:6]=3[CH:11]=2)[C:23](=[O:24])[O:25][C:26]([CH3:27])([CH3:29])[CH3:28])=[N:14][C:15]=1[O:21][CH3:22])#[N:20]. The catalyst class is: 5.